From a dataset of Forward reaction prediction with 1.9M reactions from USPTO patents (1976-2016). Predict the product of the given reaction. (1) Given the reactants [C:1]([C:4]1[CH:9]=[CH:8][CH:7]=[CH:6][C:5]=1[NH:10][C:11]1[CH:12]=[C:13]([NH:18][C:19]2[CH:20]=[C:21]([C:37](OC)=[O:38])[C:22]([C:27]3[CH:32]=[CH:31][C:30]([C:33](=[O:36])[NH:34][CH3:35])=[CH:29][CH:28]=3)=[CH:23][C:24]=2[O:25][CH3:26])[CH:14]=[CH:15][C:16]=1[Cl:17])(=[O:3])[NH2:2].[NH:41]1[CH2:45][CH2:44][CH2:43][CH2:42]1, predict the reaction product. The product is: [C:1]([C:4]1[CH:9]=[CH:8][CH:7]=[CH:6][C:5]=1[NH:10][C:11]1[CH:12]=[C:13]([NH:18][C:19]2[C:24]([O:25][CH3:26])=[CH:23][C:22]([C:27]3[CH:28]=[CH:29][C:30]([C:33]([NH:34][CH3:35])=[O:36])=[CH:31][CH:32]=3)=[C:21]([C:37]([N:41]3[CH2:45][CH2:44][CH2:43][CH2:42]3)=[O:38])[CH:20]=2)[CH:14]=[CH:15][C:16]=1[Cl:17])(=[O:3])[NH2:2]. (2) Given the reactants [NH2:1][C@H:2]1[CH2:7][CH2:6][C@H:5]([NH:8][C:9](=[O:15])[O:10][C:11]([CH3:14])([CH3:13])[CH3:12])[CH2:4][CH2:3]1.Br[CH2:17][CH2:18][O:19][CH2:20][CH2:21]Br.C(N(CC)CC)C, predict the reaction product. The product is: [N:1]1([C@H:2]2[CH2:7][CH2:6][C@H:5]([NH:8][C:9](=[O:15])[O:10][C:11]([CH3:12])([CH3:14])[CH3:13])[CH2:4][CH2:3]2)[CH2:21][CH2:20][O:19][CH2:18][CH2:17]1. (3) Given the reactants [CH3:1][CH2:2][O:3][C:4](/[C:6](/Cl)=[N:7]\[OH:8])=[O:5].[CH3:10][CH:11]([O:15][CH:16]1[CH2:21][CH2:20][CH2:19][CH2:18][O:17]1)[CH2:12][C:13]#[CH:14].C(N(CC)CC)C, predict the reaction product. The product is: [O:17]1[CH2:18][CH2:19][CH2:20][CH2:21][CH:16]1[O:15][CH:11]([CH3:10])[CH2:12][C:13]1[O:8][N:7]=[C:6]([C:4]([O:3][CH2:2][CH3:1])=[O:5])[CH:14]=1. (4) Given the reactants [NH:1]([CH2:8][CH2:9][OH:10])[C:2]1[CH:7]=[CH:6][CH:5]=[CH:4][CH:3]=1.N1C=CN=C1.[Si:16](Cl)([C:29]([CH3:32])([CH3:31])[CH3:30])([C:23]1[CH:28]=[CH:27][CH:26]=[CH:25][CH:24]=1)[C:17]1[CH:22]=[CH:21][CH:20]=[CH:19][CH:18]=1.O, predict the reaction product. The product is: [Si:16]([O:10][CH2:9][CH2:8][NH:1][C:2]1[CH:7]=[CH:6][CH:5]=[CH:4][CH:3]=1)([C:29]([CH3:32])([CH3:31])[CH3:30])([C:23]1[CH:24]=[CH:25][CH:26]=[CH:27][CH:28]=1)[C:17]1[CH:22]=[CH:21][CH:20]=[CH:19][CH:18]=1. (5) Given the reactants [OH:1][C:2]1([CH2:10][O:11][C:12]2[CH:17]=[C:16]([CH3:18])[C:15]([C:19]3[CH:24]=[CH:23][CH:22]=[C:21]([CH2:25][O:26][C:27]4[CH:40]=[CH:39][C:30]5[C@H:31]([CH2:34][C:35]([O:37]C)=[O:36])[CH2:32][O:33][C:29]=5[CH:28]=4)[CH:20]=3)=[C:14]([CH3:41])[CH:13]=2)[CH2:7][CH2:6][S:5](=[O:9])(=[O:8])[CH2:4][CH2:3]1.CO.[OH-].[Na+].Cl, predict the reaction product. The product is: [OH:1][C:2]1([CH2:10][O:11][C:12]2[CH:17]=[C:16]([CH3:18])[C:15]([C:19]3[CH:24]=[CH:23][CH:22]=[C:21]([CH2:25][O:26][C:27]4[CH:40]=[CH:39][C:30]5[C@H:31]([CH2:34][C:35]([OH:37])=[O:36])[CH2:32][O:33][C:29]=5[CH:28]=4)[CH:20]=3)=[C:14]([CH3:41])[CH:13]=2)[CH2:3][CH2:4][S:5](=[O:8])(=[O:9])[CH2:6][CH2:7]1. (6) Given the reactants [Br:1][C:2]1[CH:7]=[C:6]([CH3:8])[CH:5]=[C:4]([Br:9])[CH:3]=1.C([N-]C(C)C)(C)C.[Li+].[N+:18]([C:21]1[CH:28]=[CH:27][C:24]([CH2:25]Cl)=[CH:23][CH:22]=1)([O-:20])=[O:19].O, predict the reaction product. The product is: [Br:1][C:2]1[CH:7]=[C:6]([CH3:8])[CH:5]=[C:4]([Br:9])[C:3]=1[CH2:25][C:24]1[CH:27]=[CH:28][C:21]([N+:18]([O-:20])=[O:19])=[CH:22][CH:23]=1.